From a dataset of Reaction yield outcomes from USPTO patents with 853,638 reactions. Predict the reaction yield, written as a fraction of the theoretical maximum amount of product (1.0 means a 100% yield; for example, 0.34 means a 34% yield). The reactants are [CH:1]([C:4]1[CH:9]=[CH:8][C:7]([CH:10]2[C:14]3[C:15]([CH3:29])=[C:16]([NH:21][C:22](=[O:28])[CH2:23][C:24]([CH3:27])([CH3:26])[CH3:25])[C:17]([CH3:20])=[C:18]([CH3:19])[C:13]=3[O:12][CH2:11]2)=[CH:6][CH:5]=1)([CH3:3])[CH3:2].[H-].[Na+].[CH3:32]I.O. The product is [CH:1]([C:4]1[CH:9]=[CH:8][C:7]([CH:10]2[C:14]3[C:15]([CH3:29])=[C:16]([N:21]([CH3:32])[C:22](=[O:28])[CH2:23][C:24]([CH3:27])([CH3:26])[CH3:25])[C:17]([CH3:20])=[C:18]([CH3:19])[C:13]=3[O:12][CH2:11]2)=[CH:6][CH:5]=1)([CH3:2])[CH3:3]. The yield is 0.120. The catalyst is CN(C=O)C.